Dataset: Full USPTO retrosynthesis dataset with 1.9M reactions from patents (1976-2016). Task: Predict the reactants needed to synthesize the given product. (1) Given the product [Cl:1][C:2]1[CH:3]=[C:4]([NH:17][C:18]2[C:19]3[C:20](=[CH:24][N:25]([C:27]4[CH:28]=[CH:29][C:30]([CH2:31][NH:42][CH2:41][CH2:40][S:37]([CH3:36])(=[O:39])=[O:38])=[CH:33][CH:34]=4)[N:26]=3)[N:21]=[CH:22][N:23]=2)[CH:5]=[CH:6][C:7]=1[O:8][CH2:9][C:10]1[CH:15]=[CH:14][CH:13]=[C:12]([F:16])[CH:11]=1, predict the reactants needed to synthesize it. The reactants are: [Cl:1][C:2]1[CH:3]=[C:4]([NH:17][C:18]2[C:19]3[C:20](=[CH:24][N:25]([C:27]4[CH:34]=[CH:33][C:30]([CH:31]=O)=[CH:29][CH:28]=4)[N:26]=3)[N:21]=[CH:22][N:23]=2)[CH:5]=[CH:6][C:7]=1[O:8][CH2:9][C:10]1[CH:15]=[CH:14][CH:13]=[C:12]([F:16])[CH:11]=1.Cl.[CH3:36][S:37]([CH2:40][CH2:41][NH2:42])(=[O:39])=[O:38].C(O[BH-](OC(=O)C)OC(=O)C)(=O)C.[Na+].C(=O)([O-])O.[Na+]. (2) The reactants are: [Cl:1][C:2]1[C:3]([NH:15][C:16]2[CH:21]=[CH:20][C:19]([N:22]3[CH2:27][CH2:26][P:25]([CH3:29])(=[O:28])[CH2:24][CH2:23]3)=[CH:18][C:17]=2[O:30][CH3:31])=[N:4][C:5]([NH:8][CH2:9]C2SC=CC=2)=[N:6][CH:7]=1.[CH3:32][CH:33]([C:35]1[O:39]C(N)=[N:37][CH:36]=1)[CH3:34]. Given the product [Cl:1][C:2]1[C:3]([NH:15][C:16]2[CH:21]=[CH:20][C:19]([N:22]3[CH2:23][CH2:24][P:25]([CH3:29])(=[O:28])[CH2:26][CH2:27]3)=[CH:18][C:17]=2[O:30][CH3:31])=[N:4][C:5]([NH:8][C:9]2[O:39][C:35]([CH:33]([CH3:34])[CH3:32])=[CH:36][N:37]=2)=[N:6][CH:7]=1, predict the reactants needed to synthesize it. (3) Given the product [CH3:9][N:10]([CH3:12])[N:11]=[CH:6][C:5]([CH3:8])=[CH:4][O:3][CH2:1][CH3:2], predict the reactants needed to synthesize it. The reactants are: [CH2:1]([O:3][CH:4]=[C:5]([CH3:8])[CH:6]=O)[CH3:2].[CH3:9][N:10]([CH3:12])[NH2:11].C(O)(=O)C. (4) Given the product [Br:10][C:11]1[CH:12]=[C:13]([CH:14]([OH:15])[CH2:1][C:2]#[N:3])[CH:16]=[CH:17][CH:18]=1, predict the reactants needed to synthesize it. The reactants are: [CH3:1][C:2]#[N:3].CC([O-])(C)C.[K+].[Br:10][C:11]1[CH:12]=[C:13]([CH:16]=[CH:17][CH:18]=1)[CH:14]=[O:15]. (5) Given the product [C:1]1([NH:7][C:8]([C:10]2([C:13]([OH:15])=[O:14])[CH2:11][CH2:12]2)=[O:9])[CH:2]=[CH:3][CH:4]=[CH:5][CH:6]=1, predict the reactants needed to synthesize it. The reactants are: [C:1]1([NH:7][C:8]([C:10]2([C:13]([O:15]C)=[O:14])[CH2:12][CH2:11]2)=[O:9])[CH:6]=[CH:5][CH:4]=[CH:3][CH:2]=1.O.[OH-].[Li+]. (6) Given the product [CH:16]1([N:14]([CH3:15])[C:12]2[C:11]([C:19]([F:20])([F:21])[F:22])=[CH:10][C:9]3[NH:23][C:24](=[O:40])[CH2:25][C:26]([C:27]4[CH:32]=[CH:31][CH:30]=[C:29]([C:33]5[CH:34]=[N:35][CH:36]=[CH:37][CH:38]=5)[CH:28]=4)=[N:7][C:8]=3[CH:13]=2)[CH2:18][CH2:17]1, predict the reactants needed to synthesize it. The reactants are: C(OC(=O)[NH:7][C:8]1[CH:13]=[C:12]([N:14]([CH:16]2[CH2:18][CH2:17]2)[CH3:15])[C:11]([C:19]([F:22])([F:21])[F:20])=[CH:10][C:9]=1[NH:23][C:24](=[O:40])[CH2:25][C:26](=O)[C:27]1[CH:32]=[CH:31][CH:30]=[C:29]([C:33]2[CH:34]=[N:35][CH:36]=[CH:37][CH:38]=2)[CH:28]=1)(C)(C)C.C(O)(C(F)(F)F)=O.